From a dataset of Forward reaction prediction with 1.9M reactions from USPTO patents (1976-2016). Predict the product of the given reaction. (1) The product is: [Cl:8][C:6]1[N:7]=[C:2]([N:24]2[C:25]3[C:21](=[CH:20][C:19]([O:18][CH3:17])=[CH:27][C:26]=3[CH3:28])[CH2:22][CH2:23]2)[C:3](=[O:15])[N:4]([C@H:9]([CH:12]2[CH2:14][CH2:13]2)[CH2:10][CH3:11])[CH:5]=1. Given the reactants Cl[C:2]1[C:3](=[O:15])[N:4]([C@H:9]([CH:12]2[CH2:14][CH2:13]2)[CH2:10][CH3:11])[CH:5]=[C:6]([Cl:8])[N:7]=1.Cl.[CH3:17][O:18][C:19]1[CH:20]=[C:21]2[C:25](=[C:26]([CH3:28])[CH:27]=1)[NH:24][CH2:23][CH2:22]2, predict the reaction product. (2) The product is: [C:15]([O:18][C:19](=[O:20])[NH:8][C:7]1[CH:9]=[CH:10][C:4]([CH2:1][CH2:2][CH3:3])=[C:5]([N+:11]([O-:13])=[O:12])[CH:6]=1)([CH3:17])([CH3:16])[CH3:14]. Given the reactants [CH2:1]([C:4]1[CH:10]=[CH:9][C:7]([NH2:8])=[CH:6][C:5]=1[N+:11]([O-:13])=[O:12])[CH2:2][CH3:3].[CH3:14][C:15]([O:18][C:19](O[C:19]([O:18][C:15]([CH3:17])([CH3:16])[CH3:14])=[O:20])=[O:20])([CH3:17])[CH3:16], predict the reaction product. (3) Given the reactants Cl.[CH2:2]1[C:7]2=[C:8]([C:15]([N:17]3[CH2:22][CH2:21][C:20]4([C:26]5[CH:27]=[CH:28][CH:29]=[CH:30][C:25]=5[CH2:24][O:23]4)[CH2:19][CH2:18]3)=[O:16])[C:9]3[CH:10]=[CH:11][CH:12]=[CH:13][C:14]=3[N:6]2[CH2:5][CH2:4][NH:3]1.[CH2:31](N(CC)CC)C.C=O.C([BH3-])#N.[Na+], predict the reaction product. The product is: [CH3:31][N:3]1[CH2:4][CH2:5][N:6]2[C:14]3[CH:13]=[CH:12][CH:11]=[CH:10][C:9]=3[C:8]([C:15]([N:17]3[CH2:22][CH2:21][C:20]4([C:26]5[CH:27]=[CH:28][CH:29]=[CH:30][C:25]=5[CH2:24][O:23]4)[CH2:19][CH2:18]3)=[O:16])=[C:7]2[CH2:2]1. (4) Given the reactants [Si]([O:8][C@H:9]1[CH2:13][CH2:12][N:11]([CH2:14][C@@H:15]([N:24]([CH3:38])[C:25](=[O:37])[CH2:26][C:27]2[CH:28]=[CH:29][C:30]3[S:34][C:33](=[O:35])[NH:32][C:31]=3[CH:36]=2)[C:16]2[CH:21]=[CH:20][CH:19]=[C:18]([C:22]#[N:23])[CH:17]=2)[CH2:10]1)(C(C)(C)C)(C)C.[OH2:39].[OH-].[K+], predict the reaction product. The product is: [OH:8][C@H:9]1[CH2:13][CH2:12][N:11]([CH2:14][C@H:15]([C:16]2[CH:17]=[C:18]([CH:19]=[CH:20][CH:21]=2)[C:22]([NH2:23])=[O:39])[N:24]([CH3:38])[C:25](=[O:37])[CH2:26][C:27]2[CH:28]=[CH:29][C:30]3[S:34][C:33](=[O:35])[NH:32][C:31]=3[CH:36]=2)[CH2:10]1.